Dataset: Forward reaction prediction with 1.9M reactions from USPTO patents (1976-2016). Task: Predict the product of the given reaction. (1) The product is: [CH3:1][C:2]([CH3:7])([CH3:6])[C:3]([NH:8][C:9]1[CH:17]=[C:16]([F:18])[CH:15]=[C:14]([F:19])[C:10]=1[C:11]([OH:13])=[O:12])=[O:4]. Given the reactants [CH3:1][C:2]([CH3:7])([CH3:6])[C:3](Cl)=[O:4].[NH2:8][C:9]1[CH:17]=[C:16]([F:18])[CH:15]=[C:14]([F:19])[C:10]=1[C:11]([OH:13])=[O:12].N1C=CC=CC=1, predict the reaction product. (2) Given the reactants FC(F)(F)C(O)=O.C([C:11]1([Br:21])[CH:16]=[CH:15][CH:14]=[C:13]([CH:17]([CH3:19])[CH3:18])[CH:12]1N)(C)C.[CH2:22](ON=O)[CH2:23][CH:24](C)C.O[PH2]=O, predict the reaction product. The product is: [CH:23]([C:16]1[CH:15]=[CH:14][C:13]([CH:17]([CH3:18])[CH3:19])=[CH:12][C:11]=1[Br:21])([CH3:24])[CH3:22]. (3) Given the reactants Br[C:2]1[N:6]([CH3:7])[C:5]([C:8]2[N:12]3[N:13]=[C:14]([CH3:22])[CH:15]=[C:16]([CH:17]([CH2:20][CH3:21])[CH2:18][CH3:19])[C:11]3=[N:10][C:9]=2[CH3:23])=[CH:4][CH:3]=1.[Br-].[CH3:25][C:26]1[CH:30]=[CH:29][S:28][C:27]=1[Zn+].[NH4+].[Cl-], predict the reaction product. The product is: [CH2:18]([CH:17]([C:16]1[C:11]2[N:12]([C:8]([C:5]3[N:6]([CH3:7])[C:2]([C:27]4[S:28][CH:29]=[CH:30][C:26]=4[CH3:25])=[CH:3][CH:4]=3)=[C:9]([CH3:23])[N:10]=2)[N:13]=[C:14]([CH3:22])[CH:15]=1)[CH2:20][CH3:21])[CH3:19]. (4) Given the reactants Br[C:2]1[N:10]([CH2:11][C:12]2[CH:17]=[CH:16][C:15]([C:18]([F:21])([F:20])[F:19])=[CH:14][CH:13]=2)[C:9]2[C:4](=[N:5][C:6]([C:29]#[N:30])=[N:7][C:8]=2[NH:22][C@@H:23]([CH:25]2[CH2:28][CH2:27][CH2:26]2)[CH3:24])[N:3]=1.[F-].[Cs+].[CH:33]([C:36]1[CH:41]=[CH:40][N:39]=[C:38]([Sn](CCCC)(CCCC)CCCC)[N:37]=1)([CH3:35])[CH3:34].O, predict the reaction product. The product is: [CH:25]1([C@H:23]([NH:22][C:8]2[N:7]=[C:6]([C:29]#[N:30])[N:5]=[C:4]3[C:9]=2[N:10]([CH2:11][C:12]2[CH:17]=[CH:16][C:15]([C:18]([F:21])([F:19])[F:20])=[CH:14][CH:13]=2)[C:2]([C:38]2[N:37]=[C:36]([CH:33]([CH3:35])[CH3:34])[CH:41]=[CH:40][N:39]=2)=[N:3]3)[CH3:24])[CH2:28][CH2:27][CH2:26]1.